Dataset: Catalyst prediction with 721,799 reactions and 888 catalyst types from USPTO. Task: Predict which catalyst facilitates the given reaction. Reactant: [C:1]([O:5][C@@H:6]([C:12]1[C:37]([CH3:38])=[CH:36][C:15]2[N:16]=[C:17]([C:19]3[CH:24]=[CH:23][N:22]=[C:21]([C:25]4[CH:26]=[C:27]5[C:33]([CH3:34])=[N:32][N:31]([CH3:35])[C:28]5=[CH:29][N:30]=4)[CH:20]=3)[S:18][C:14]=2[C:13]=1[C:39]1[CH:44]=[CH:43][C:42]([Cl:45])=[CH:41][CH:40]=1)[C:7]([O:9]CC)=[O:8])([CH3:4])([CH3:3])[CH3:2].[OH-].[Na+].CN(C=O)C.C(O)(=O)C. The catalyst class is: 92. Product: [C:1]([O:5][C@@H:6]([C:12]1[C:37]([CH3:38])=[CH:36][C:15]2[N:16]=[C:17]([C:19]3[CH:24]=[CH:23][N:22]=[C:21]([C:25]4[CH:26]=[C:27]5[C:33]([CH3:34])=[N:32][N:31]([CH3:35])[C:28]5=[CH:29][N:30]=4)[CH:20]=3)[S:18][C:14]=2[C:13]=1[C:39]1[CH:40]=[CH:41][C:42]([Cl:45])=[CH:43][CH:44]=1)[C:7]([OH:9])=[O:8])([CH3:4])([CH3:2])[CH3:3].